From a dataset of Catalyst prediction with 721,799 reactions and 888 catalyst types from USPTO. Predict which catalyst facilitates the given reaction. (1) Reactant: [I:1][C:2]1[CH:3]=[C:4](O)[CH:5]=[C:6]([OH:8])[CH:7]=1.Br[CH2:11][CH2:12][CH2:13][CH2:14][CH2:15][CH2:16][CH2:17][CH3:18].[C:19](=[O:22])([O-])[O-].[K+].[K+]. Product: [I:1][C:2]1[CH:7]=[C:6]([O:8][CH2:11][CH2:12][CH2:13][CH2:14][CH2:15][CH2:16][CH2:17][CH3:18])[CH:5]=[C:4]([O:22][CH2:19][CH2:11][CH2:12][CH2:13][CH2:14][CH2:15][CH2:16][CH3:17])[CH:3]=1. The catalyst class is: 10. (2) Reactant: C[O:2][C:3](=O)[C@H:4]([CH3:16])[CH2:5][O:6][CH2:7][O:8][CH2:9][C:10]1[CH:15]=[CH:14][CH:13]=[CH:12][CH:11]=1.[H-].[Al+3].[Li+].[H-].[H-].[H-]. Product: [CH2:9]([O:8][CH2:7][O:6][CH2:5][C@H:4]([CH3:16])[CH2:3][OH:2])[C:10]1[CH:15]=[CH:14][CH:13]=[CH:12][CH:11]=1. The catalyst class is: 1. (3) Reactant: [CH:1]([C:3]1[C:11]2[C:6](=[N:7][CH:8]=[CH:9][C:10]=2[C:12]2[CH:22]=[CH:21][C:15]([C:16]([N:18]([CH3:20])[CH3:19])=[O:17])=[CH:14][CH:13]=2)[N:5]([CH3:23])[CH:4]=1)=O.[OH:24][C:25]1[C:30]2[C:31](=[O:34])[CH2:32][O:33][C:29]=2[CH:28]=[CH:27][CH:26]=1.Cl. Product: [OH:24][C:25]1[C:30]2[C:31](=[O:34])/[C:32](=[CH:1]/[C:3]3[C:11]4[C:6](=[N:7][CH:8]=[CH:9][C:10]=4[C:12]4[CH:22]=[CH:21][C:15]([C:16]([N:18]([CH3:20])[CH3:19])=[O:17])=[CH:14][CH:13]=4)[N:5]([CH3:23])[CH:4]=3)/[O:33][C:29]=2[CH:28]=[CH:27][CH:26]=1. The catalyst class is: 8. (4) Reactant: [C:1]([O:9][C@H:10]1[CH2:15][CH2:14][C@H:13]([C:16]2[N:21]=[C:20]([C:22]3[CH:34]=[CH:33][C:25]([C:26]([O:28][C:29]([CH3:32])([CH3:31])[CH3:30])=[O:27])=[C:24]([F:35])[CH:23]=3)[C:19]([N:36]([C:44]([O:46][C:47]([CH3:50])([CH3:49])[CH3:48])=[O:45])[C:37]([O:39][C:40]([CH3:43])([CH3:42])[CH3:41])=[O:38])=[N:18][CH:17]=2)[CH2:12][C:11]1=O)(=[O:8])[C:2]1[CH:7]=[CH:6][CH:5]=[CH:4][CH:3]=1.[B-](F)(F)(F)F.CCN([S+](F)F)CC.[FH:65].[FH:66].F.C(N(CC)CC)C. Product: [C:1]([O:9][CH:10]1[CH2:15][CH2:14][CH:13]([C:16]2[N:21]=[C:20]([C:22]3[CH:34]=[CH:33][C:25]([C:26]([O:28][C:29]([CH3:30])([CH3:32])[CH3:31])=[O:27])=[C:24]([F:35])[CH:23]=3)[C:19]([N:36]([C:37]([O:39][C:40]([CH3:41])([CH3:43])[CH3:42])=[O:38])[C:44]([O:46][C:47]([CH3:50])([CH3:49])[CH3:48])=[O:45])=[N:18][CH:17]=2)[CH2:12][C:11]1([F:66])[F:65])(=[O:8])[C:2]1[CH:7]=[CH:6][CH:5]=[CH:4][CH:3]=1. The catalyst class is: 2. (5) Reactant: C[O:2][C:3](=[O:31])[C:4]([NH:7][C:8]([C:10]1[S:14][C:13]2[CH:15]=[CH:16][C:17]([F:19])=[CH:18][C:12]=2[C:11]=1[O:20][CH2:21][C:22]1[S:23][C:24]2[CH:30]=[CH:29][CH:28]=[CH:27][C:25]=2[N:26]=1)=[O:9])([CH3:6])[CH3:5].Cl. Product: [S:23]1[C:24]2[CH:30]=[CH:29][CH:28]=[CH:27][C:25]=2[N:26]=[C:22]1[CH2:21][O:20][C:11]1[C:12]2[CH:18]=[C:17]([F:19])[CH:16]=[CH:15][C:13]=2[S:14][C:10]=1[C:8]([NH:7][C:4]([CH3:6])([CH3:5])[C:3]([OH:31])=[O:2])=[O:9]. The catalyst class is: 273. (6) Reactant: C1(P(C2C=CC=CC=2)C2C=CC=CC=2)C=CC=CC=1.[CH3:20][N:21]([CH3:25])[CH2:22][CH2:23][OH:24].O[C:27]1[CH:28]=[N:29][C:30]([C:33]2[CH:34]=[C:35]([CH:48]=[CH:49][CH:50]=2)[CH2:36][N:37]2[C:41]3=[N:42][C:43]([CH3:46])=[CH:44][CH:45]=[C:40]3[O:39][C:38]2=[O:47])=[N:31][CH:32]=1.N(C(OC(C)(C)C)=O)=NC(OC(C)(C)C)=O. Product: [CH3:20][N:21]([CH3:25])[CH2:22][CH2:23][O:24][C:27]1[CH:32]=[N:31][C:30]([C:33]2[CH:34]=[C:35]([CH:48]=[CH:49][CH:50]=2)[CH2:36][N:37]2[C:41]3=[N:42][C:43]([CH3:46])=[CH:44][CH:45]=[C:40]3[O:39][C:38]2=[O:47])=[N:29][CH:28]=1. The catalyst class is: 3.